From a dataset of Reaction yield outcomes from USPTO patents with 853,638 reactions. Predict the reaction yield, written as a fraction of the theoretical maximum amount of product (1.0 means a 100% yield; for example, 0.34 means a 34% yield). (1) The reactants are [NH2:1][C:2]1[CH:7]=[CH:6][C:5]([NH:8][C:9]([NH:11][C:12]2[CH:17]=[CH:16][C:15]([N+:18]([O-:20])=[O:19])=[CH:14][CH:13]=2)=[O:10])=[CH:4][CH:3]=1.[Cl:21][C:22]1[CH:23]=[C:24]([S:29](Cl)(=[O:31])=[O:30])[CH:25]=[CH:26][C:27]=1[Cl:28]. The catalyst is N1C=CC=CC=1.CCOC(C)=O. The product is [Cl:21][C:22]1[CH:23]=[C:24]([S:29]([NH:1][C:2]2[CH:7]=[CH:6][C:5]([NH:8][C:9]([NH:11][C:12]3[CH:17]=[CH:16][C:15]([N+:18]([O-:20])=[O:19])=[CH:14][CH:13]=3)=[O:10])=[CH:4][CH:3]=2)(=[O:30])=[O:31])[CH:25]=[CH:26][C:27]=1[Cl:28]. The yield is 0.470. (2) The reactants are Cl[C:2]1[CH:7]=[C:6]([O:8][C:9]2[C:10]([CH3:18])=[N:11][C:12]([N+:15]([O-:17])=[O:16])=[CH:13][CH:14]=2)[CH:5]=[CH:4][N:3]=1.[N:19]1([C:24]([NH2:26])=[O:25])[CH2:23][CH2:22][CH2:21][CH2:20]1.C([O-])([O-])=O.[Cs+].[Cs+].CC1(C)C2C(=C(P(C3C=CC=CC=3)C3C=CC=CC=3)C=CC=2)OC2C(P(C3C=CC=CC=3)C3C=CC=CC=3)=CC=CC1=2. The catalyst is O1CCOCC1.C1C=CC(/C=C/C(/C=C/C2C=CC=CC=2)=O)=CC=1.C1C=CC(/C=C/C(/C=C/C2C=CC=CC=2)=O)=CC=1.C1C=CC(/C=C/C(/C=C/C2C=CC=CC=2)=O)=CC=1.[Pd].[Pd]. The product is [CH3:18][C:10]1[C:9]([O:8][C:6]2[CH:5]=[CH:4][N:3]=[C:2]([NH:26][C:24]([N:19]3[CH2:23][CH2:22][CH2:21][CH2:20]3)=[O:25])[CH:7]=2)=[CH:14][CH:13]=[C:12]([N+:15]([O-:17])=[O:16])[N:11]=1. The yield is 1.00. (3) The reactants are [CH3:1][N:2]([CH3:17])[S:3]([N:6]1[C:10]2[CH2:11][CH2:12][CH2:13][CH2:14][C:9]=2[N:8]=[C:7]1[CH:15]=O)(=[O:5])=[O:4].[N:18]1[C:27]2[CH:26]([NH:28][CH2:29][CH2:30][CH2:31][CH2:32][N:33]3[C:41](=[O:42])[C:40]4[C:35](=[CH:36][CH:37]=[CH:38][CH:39]=4)[C:34]3=[O:43])[CH2:25][CH2:24][CH2:23][C:22]=2[CH:21]=[CH:20][CH:19]=1.C(O[BH-](OC(=O)C)OC(=O)C)(=O)C.[Na+].C([O-])(O)=O.[Na+]. The catalyst is C(Cl)Cl. The product is [CH3:1][N:2]([CH3:17])[S:3]([N:6]1[C:10]2[CH2:11][CH2:12][CH2:13][CH2:14][C:9]=2[N:8]=[C:7]1[CH2:15][N:28]([CH2:29][CH2:30][CH2:31][CH2:32][N:33]1[C:34](=[O:43])[C:35]2[C:40](=[CH:39][CH:38]=[CH:37][CH:36]=2)[C:41]1=[O:42])[CH:26]1[C:27]2[N:18]=[CH:19][CH:20]=[CH:21][C:22]=2[CH2:23][CH2:24][CH2:25]1)(=[O:5])=[O:4]. The yield is 0.520. (4) The yield is 1.00. The product is [ClH:23].[N:20]1[CH:21]=[CH:22][C:17]([N:15]([CH2:14][CH:11]2[CH2:10][CH2:9][NH:8][CH2:13][CH2:12]2)[CH3:16])=[N:18][CH:19]=1. The catalyst is [Pd].C(O)C.C([O-])(=O)C.[Na+]. The reactants are C(OC([N:8]1[CH2:13][CH2:12][CH:11]([CH2:14][N:15]([C:17]2[CH:22]=[CH:21][N:20]=[C:19]([Cl:23])[N:18]=2)[CH3:16])[CH2:10][CH2:9]1)=O)(C)(C)C.[H][H]. (5) The reactants are Cl.C[O:3][C:4](=[O:38])[C:5]1[CH:10]=[CH:9][C:8]([O:11][C:12]2[CH:17]=[CH:16][C:15]([CH2:18][C@H:19]([NH2:37])[C:20]3[N:21]([CH2:33][CH2:34][CH2:35][CH3:36])[CH:22]=[C:23]([C:25]4[CH:30]=[CH:29][C:28]([Cl:31])=[CH:27][C:26]=4[Cl:32])[N:24]=3)=[CH:14][CH:13]=2)=[CH:7][CH:6]=1.[CH3:39][O:40][C:41]1[CH:42]=[C:43]([CH:47]=[CH:48][CH:49]=1)[C:44]([OH:46])=O. No catalyst specified. The product is [CH2:33]([N:21]1[CH:22]=[C:23]([C:25]2[CH:30]=[CH:29][C:28]([Cl:31])=[CH:27][C:26]=2[Cl:32])[N:24]=[C:20]1[C@@H:19]([NH:37][C:44](=[O:46])[C:43]1[CH:47]=[CH:48][CH:49]=[C:41]([O:40][CH3:39])[CH:42]=1)[CH2:18][C:15]1[CH:16]=[CH:17][C:12]([O:11][C:8]2[CH:9]=[CH:10][C:5]([C:4]([OH:38])=[O:3])=[CH:6][CH:7]=2)=[CH:13][CH:14]=1)[CH2:34][CH2:35][CH3:36]. The yield is 0.820. (6) The reactants are [F:1][C:2]1[CH:30]=[C:29]([N+:31]([O-])=O)[CH:28]=[CH:27][C:3]=1[O:4][C:5]1[N:10]=[CH:9][N:8]=[C:7]([NH:11][C:12](=[O:26])[N:13]([CH3:25])[CH:14]2[CH2:19][CH2:18][N:17]([CH:20]3[CH2:23][N:22]([CH3:24])[CH2:21]3)[CH2:16][CH2:15]2)[CH:6]=1. The catalyst is O1CCCC1.[C+4].[OH-].[Pd+2].[OH-].[OH-].[OH-].[OH-].[OH-]. The product is [NH2:31][C:29]1[CH:28]=[CH:27][C:3]([O:4][C:5]2[N:10]=[CH:9][N:8]=[C:7]([NH:11][C:12](=[O:26])[N:13]([CH3:25])[CH:14]3[CH2:15][CH2:16][N:17]([CH:20]4[CH2:21][N:22]([CH3:24])[CH2:23]4)[CH2:18][CH2:19]3)[CH:6]=2)=[C:2]([F:1])[CH:30]=1. The yield is 0.754. (7) The reactants are [Cl:1][C:2]1[CH:3]=[CH:4][C:5]2[N:6]([C:8]([CH:11]([C:13]3[CH:14]=[C:15]4[C:20](=[CH:21][C:22]=3[F:23])[N:19]=[CH:18][CH:17]=[CH:16]4)[OH:12])=[CH:9][N:10]=2)[N:7]=1. The catalyst is CC(C)=O. The product is [Cl:1][C:2]1[CH:3]=[CH:4][C:5]2[N:6]([C:8]([C:11]([C:13]3[CH:14]=[C:15]4[C:20](=[CH:21][C:22]=3[F:23])[N:19]=[CH:18][CH:17]=[CH:16]4)=[O:12])=[CH:9][N:10]=2)[N:7]=1. The yield is 0.950. (8) The reactants are [NH2:1][C:2]1[CH:3]=[C:4]([CH:8]([OH:13])[C:9]([F:12])([F:11])[F:10])[CH:5]=[CH:6][CH:7]=1.N1C=CC=CC=1.Cl[C:21](OC1C=CC=CC=1)=[O:22].[Cl:30][C:31]1[CH:37]=[C:36]([O:38][C:39]2[C:40]3[N:47]([CH3:48])[CH:46]=[CH:45][C:41]=3[N:42]=[CH:43][N:44]=2)[CH:35]=[CH:34][C:32]=1[NH2:33]. The catalyst is CN1CCCC1=O. The product is [Cl:30][C:31]1[CH:37]=[C:36]([O:38][C:39]2[C:40]3[N:47]([CH3:48])[CH:46]=[CH:45][C:41]=3[N:42]=[CH:43][N:44]=2)[CH:35]=[CH:34][C:32]=1[NH:33][C:21]([NH:1][C:2]1[CH:7]=[CH:6][CH:5]=[C:4]([CH:8]([OH:13])[C:9]([F:10])([F:11])[F:12])[CH:3]=1)=[O:22]. The yield is 0.0900. (9) The yield is 0.750. The reactants are [F:1][C:2]1[CH:15]=[CH:14][C:13]([N+:16]([O-])=O)=[CH:12][C:3]=1[CH2:4][N:5]1[CH2:10][CH2:9][N:8]([CH3:11])[CH2:7][CH2:6]1.[NH4+].[Cl-]. The product is [F:1][C:2]1[CH:15]=[CH:14][C:13]([NH2:16])=[CH:12][C:3]=1[CH2:4][N:5]1[CH2:10][CH2:9][N:8]([CH3:11])[CH2:7][CH2:6]1. The catalyst is CCO.[Fe]. (10) The reactants are [Cl:1][C:2]1[CH:7]=[CH:6][C:5]([C:8]2[N:12]=[C:11]([CH2:13][CH3:14])[O:10][N:9]=2)=[CH:4][CH:3]=1.C1C(=O)N([Br:22])C(=O)C1.CC(N=NC(C#N)(C)C)(C#N)C. The catalyst is C(Cl)(Cl)(Cl)Cl. The product is [Br:22][CH:13]([C:11]1[O:10][N:9]=[C:8]([C:5]2[CH:4]=[CH:3][C:2]([Cl:1])=[CH:7][CH:6]=2)[N:12]=1)[CH3:14]. The yield is 0.300.